This data is from Full USPTO retrosynthesis dataset with 1.9M reactions from patents (1976-2016). The task is: Predict the reactants needed to synthesize the given product. (1) Given the product [Cl:1][C:2]1[CH:3]=[CH:4][C:5]([C@@:8]2([CH3:37])[C@:12]([C:14]3[CH:19]=[CH:18][C:17]([Cl:20])=[CH:16][CH:15]=3)([CH3:13])[N:11]([C:21]([N:42]3[CH2:43][CH2:44][CH:39]([OH:38])[CH2:40][CH2:41]3)=[O:22])[C:10]([C:24]3[CH:29]=[CH:28][C:27]([C:30]([F:33])([F:32])[F:31])=[CH:26][C:25]=3[O:34][CH2:35][CH3:36])=[N:9]2)=[CH:6][CH:7]=1, predict the reactants needed to synthesize it. The reactants are: [Cl:1][C:2]1[CH:7]=[CH:6][C:5]([C:8]2([CH3:37])[C:12]([C:14]3[CH:19]=[CH:18][C:17]([Cl:20])=[CH:16][CH:15]=3)([CH3:13])[N:11]([C:21](Cl)=[O:22])[C:10]([C:24]3[CH:29]=[CH:28][C:27]([C:30]([F:33])([F:32])[F:31])=[CH:26][C:25]=3[O:34][CH2:35][CH3:36])=[N:9]2)=[CH:4][CH:3]=1.[OH:38][CH:39]1[CH2:44][CH2:43][NH:42][CH2:41][CH2:40]1. (2) Given the product [C:23]([S:26][C:2]1[N:3]=[N:4][CH:5]=[C:6]([C:8]2[CH:13]=[CH:12][C:11]([F:14])=[C:10]([C:15]3[C:20]([F:21])=[CH:19][CH:18]=[CH:17][N:16]=3)[CH:9]=2)[CH:7]=1)([CH3:25])([CH3:24])[CH3:22], predict the reactants needed to synthesize it. The reactants are: Cl[C:2]1[N:3]=[N:4][CH:5]=[C:6]([C:8]2[CH:13]=[CH:12][C:11]([F:14])=[C:10]([C:15]3[C:20]([F:21])=[CH:19][CH:18]=[CH:17][N:16]=3)[CH:9]=2)[CH:7]=1.[CH3:22][C:23]([S-:26])([CH3:25])[CH3:24].[Na+]. (3) Given the product [CH2:1]([O:3][C:4]([C:6]1[C:10]([NH2:11])=[CH:9][NH:8][N:7]=1)=[O:5])[CH3:2], predict the reactants needed to synthesize it. The reactants are: [CH2:1]([O:3][C:4]([C:6]1[C:10]([N+:11]([O-])=O)=[CH:9][NH:8][N:7]=1)=[O:5])[CH3:2]. (4) Given the product [Cl:1][C:2]1[N:7]=[C:6]([CH2:8][O:34][C:30]2[CH:29]=[C:28]([C@H:22]([CH:19]3[CH2:20][CH2:21]3)[CH2:23][C:24]([O:26][CH3:27])=[O:25])[CH:33]=[CH:32][CH:31]=2)[CH:5]=[N:4][C:3]=1[C:10]1[C:15]([F:16])=[CH:14][N:13]=[C:12]([O:17][CH3:18])[CH:11]=1, predict the reactants needed to synthesize it. The reactants are: [Cl:1][C:2]1[C:3]([C:10]2[C:15]([F:16])=[CH:14][N:13]=[C:12]([O:17][CH3:18])[CH:11]=2)=[N:4][CH:5]=[C:6]([CH2:8]Cl)[N:7]=1.[CH:19]1([C@@H:22]([C:28]2[CH:33]=[CH:32][CH:31]=[C:30]([OH:34])[CH:29]=2)[CH2:23][C:24]([O:26][CH3:27])=[O:25])[CH2:21][CH2:20]1.C([O-])([O-])=O.[Cs+].[Cs+]. (5) The reactants are: [OH:1][CH:2]1[CH2:7][CH2:6][N:5]([C:8]([O:10][C:11]([CH3:14])([CH3:13])[CH3:12])=[O:9])[CH2:4][CH:3]1[NH:15][C:16](=[O:27])[C:17]1[CH:22]=[CH:21][C:20]([C:23]([F:26])([F:25])[F:24])=[CH:19][CH:18]=1.CC(OI1(OC(C)=O)(OC(C)=O)OC(=O)C2C=CC=CC1=2)=O.C(OC(=O)CC(C)=O)C. Given the product [O:1]=[C:2]1[CH2:7][CH2:6][N:5]([C:8]([O:10][C:11]([CH3:13])([CH3:14])[CH3:12])=[O:9])[CH2:4][CH:3]1[NH:15][C:16](=[O:27])[C:17]1[CH:18]=[CH:19][C:20]([C:23]([F:26])([F:24])[F:25])=[CH:21][CH:22]=1, predict the reactants needed to synthesize it. (6) Given the product [CH2:1]1[C:6]2=[CH:7][C:8]3[CH:9]=[CH:10][CH:11]=[CH:12][C:13]=3[N:5]2[CH2:4][CH2:3][N:2]1[C:17](=[O:21])[CH:18]=[CH:19][CH3:20], predict the reactants needed to synthesize it. The reactants are: [CH2:1]1[C:6]2=[CH:7][C:8]3[CH:9]=[CH:10][CH:11]=[CH:12][C:13]=3[N:5]2[CH2:4][CH2:3][NH:2]1.C(Cl)Cl.[C:17](Cl)(=[O:21])/[CH:18]=[CH:19]/[CH3:20]. (7) The reactants are: S(S([O-])=O)([O-])=O.[Na+].[Na+].[Cl:9][C:10]1[CH:11]=[CH:12][C:13]([N+:18]([O-])=O)=[C:14]([O:16][CH3:17])[CH:15]=1.C(=O)([O-])O.[K+].Cl. Given the product [Cl:9][C:10]1[CH:11]=[CH:12][C:13]([NH2:18])=[C:14]([O:16][CH3:17])[CH:15]=1, predict the reactants needed to synthesize it. (8) Given the product [Cl:23][C:24]1[CH:29]=[C:28]([F:30])[CH:27]=[CH:26][C:25]=1[CH2:31][NH:32][C:6](=[O:8])[C@@H:5]1[CH2:9][CH2:10][C:11](=[O:12])[N:4]1[CH:2]([CH3:1])[CH3:3], predict the reactants needed to synthesize it. The reactants are: [CH3:1][CH:2]([N:4]1[C:11](=[O:12])[CH2:10][CH2:9][C@H:5]1[C:6]([OH:8])=O)[CH3:3].ON1C2C=CC=CC=2N=N1.[Cl:23][C:24]1[CH:29]=[C:28]([F:30])[CH:27]=[CH:26][C:25]=1[CH2:31][NH2:32].Cl.CN(C)CCCN=C=NCC. (9) Given the product [CH3:14][N:15]([CH3:16])[CH2:3][C:2]([CH3:1])([N:6]1[CH:10]=[C:9]([N+:11]([O-:13])=[O:12])[N:8]=[CH:7]1)[CH3:5], predict the reactants needed to synthesize it. The reactants are: [CH3:1][C:2]([N:6]1[CH:10]=[C:9]([N+:11]([O-:13])=[O:12])[N:8]=[CH:7]1)([CH3:5])[CH:3]=O.[CH3:14][NH:15][CH3:16]. (10) The reactants are: C(OC([NH:8][CH2:9][C:10]1[CH:11]=[C:12]([C:16]2[CH:21]=[CH:20][CH:19]=[C:18]([NH:22][CH2:23][C:24]3[CH:29]=[CH:28][CH:27]=[CH:26][C:25]=3[CH2:30]C([O-])=O)[CH:17]=2)[CH:13]=[CH:14][CH:15]=1)=O)(C)(C)C.[C:34]([O-:37])(O)=[O:35].[Na+].[CH2:39](Cl)Cl. Given the product [NH2:8][CH2:9][C:10]1[CH:11]=[C:12]([C:16]2[CH:21]=[CH:20][CH:19]=[C:18]([NH:22][CH2:23][C:24]3[CH:29]=[CH:28][CH:27]=[CH:26][C:25]=3[CH2:30][C:34]([O:37][CH3:39])=[O:35])[CH:17]=2)[CH:13]=[CH:14][CH:15]=1, predict the reactants needed to synthesize it.